This data is from Forward reaction prediction with 1.9M reactions from USPTO patents (1976-2016). The task is: Predict the product of the given reaction. (1) Given the reactants [NH2:1][CH2:2][C:3]1[CH:4]=[C:5]([C:20]2[S:24][C:23]([C@@:25]3([OH:36])[CH2:30][CH2:29][C@H:28]([C:31]([OH:33])=[O:32])[C:27]([CH3:35])([CH3:34])[CH2:26]3)=[N:22][CH:21]=2)[CH:6]=[C:7]([NH:9][C:10]2[N:15]=[C:14]([C:16]([F:19])([F:18])[F:17])[CH:13]=[CH:12][N:11]=2)[CH:8]=1.[C:37]([OH:40])(=[O:39])[CH3:38].C(Cl)CCl.C1C=CC2N(O)N=[N:51][C:49]=2C=1.[CH2:55](N(CC)CC)C, predict the reaction product. The product is: [C:37]([NH:1][CH2:2][C:3]1[CH:4]=[C:5]([C:20]2[S:24][C:23]([C@@:25]3([OH:36])[CH2:30][CH2:29][C@H:28]([C:31]([OH:33])=[O:32])[C:27]([CH3:34])([CH3:35])[CH2:26]3)=[N:22][CH:21]=2)[CH:6]=[C:7]([NH:9][C:10]2[N:15]=[C:14]([C:16]([F:18])([F:19])[F:17])[CH:13]=[CH:12][N:11]=2)[CH:8]=1)(=[O:39])[CH3:38].[C:37]([NH:51][CH2:49][C:7]1([NH:9][C:10]2[N:15]=[C:14]([C:16]([F:19])([F:17])[F:18])[CH:13]=[CH:12][N:11]=2)[CH:6]=[C:5]([C:20]2[S:24][C:23]([C@@:25]3([OH:36])[CH2:30][CH2:29][C@H:28]([C:31]([O:33][CH3:55])=[O:32])[C:27]([CH3:35])([CH3:34])[CH2:26]3)=[N:22][CH:21]=2)[CH:4]=[CH:3][CH2:8]1)(=[O:40])[CH3:38]. (2) The product is: [N:12]1[CH:13]=[CH:14][CH:15]=[CH:16][C:17]=1[CH2:20][O:1][C:2]1[CH:3]=[CH:4][C:5]([C:6]([O:8][CH3:9])=[O:7])=[CH:10][CH:11]=1. Given the reactants [OH:1][C:2]1[CH:11]=[CH:10][C:5]([C:6]([O:8][CH3:9])=[O:7])=[CH:4][CH:3]=1.[N:12]1[CH:17]=[CH:16][C:15](CO)=[CH:14][CH:13]=1.[CH3:20]N(C)CCCO, predict the reaction product. (3) Given the reactants CC1C=CC(C([O:8][C:9]2[CH:14]=[CH:13][CH:12]=[CH:11][C:10]=2[C:15](=[O:17])[CH3:16])=O)=CC=1.[OH-].[K+].[C:22]([OH:25])(=O)[CH3:23], predict the reaction product. The product is: [OH:8][C:9]1[CH:14]=[CH:13][CH:12]=[CH:11][C:10]=1[C:15](=[O:17])[CH2:16][C:22]([C:23]1[CH:12]=[CH:11][C:10]([CH3:15])=[CH:9][CH:14]=1)=[O:25]. (4) Given the reactants [H-].[Na+].[F:3][C:4]1[CH:11]=[CH:10][C:7]([CH:8]=O)=[CH:6][CH:5]=1.[CH3:12][CH:13]([CH2:18][C:19]([O:21]C)=[O:20])[C:14]([O:16]C)=[O:15].[OH-].[Na+], predict the reaction product. The product is: [F:3][C:4]1[CH:11]=[CH:10][C:7](/[CH:8]=[C:18](\[CH:13]([CH3:12])[C:14]([OH:16])=[O:15])/[C:19]([OH:21])=[O:20])=[CH:6][CH:5]=1.